Dataset: Peptide-MHC class I binding affinity with 185,985 pairs from IEDB/IMGT. Task: Regression. Given a peptide amino acid sequence and an MHC pseudo amino acid sequence, predict their binding affinity value. This is MHC class I binding data. (1) The peptide sequence is RELYYRLKF. The MHC is HLA-A26:03 with pseudo-sequence HLA-A26:03. The binding affinity (normalized) is 0.0847. (2) The peptide sequence is FIPIIYSKA. The MHC is HLA-A02:06 with pseudo-sequence HLA-A02:06. The binding affinity (normalized) is 0.580. (3) The MHC is HLA-A31:01 with pseudo-sequence HLA-A31:01. The binding affinity (normalized) is 0.118. The peptide sequence is NVVHAIILH. (4) The peptide sequence is FVNYNFTLV. The MHC is HLA-B07:02 with pseudo-sequence HLA-B07:02. The binding affinity (normalized) is 0. (5) The peptide sequence is VQPPQLTLQV. The MHC is HLA-A68:02 with pseudo-sequence HLA-A68:02. The binding affinity (normalized) is 0. (6) The peptide sequence is QEIDHLVSQGI. The MHC is Mamu-A11 with pseudo-sequence Mamu-A11. The binding affinity (normalized) is 0.874.